Task: Predict which catalyst facilitates the given reaction.. Dataset: Catalyst prediction with 721,799 reactions and 888 catalyst types from USPTO (1) Reactant: Cl.[CH:2]1([CH:5]2[CH:10]([C:11]([O:13][CH3:14])=[O:12])[NH:9][CH2:8][CH:7]([CH:15]3[CH2:20][CH2:19][N:18]([C:21]([O:23][C:24]([CH3:27])([CH3:26])[CH3:25])=[O:22])[CH2:17][CH2:16]3)[CH2:6]2)[CH2:4][CH2:3]1.C(N(CC)CC)C.[C:35](Cl)(=[O:44])[O:36][CH2:37][C:38]1[CH:43]=[CH:42][CH:41]=[CH:40][CH:39]=1. Product: [CH:2]1([CH:5]2[CH:10]([C:11]([O:13][CH3:14])=[O:12])[N:9]([C:35]([O:36][CH2:37][C:38]3[CH:43]=[CH:42][CH:41]=[CH:40][CH:39]=3)=[O:44])[CH2:8][CH:7]([CH:15]3[CH2:20][CH2:19][N:18]([C:21]([O:23][C:24]([CH3:27])([CH3:26])[CH3:25])=[O:22])[CH2:17][CH2:16]3)[CH2:6]2)[CH2:4][CH2:3]1. The catalyst class is: 2. (2) Reactant: N[C:2]1[C:10]([C:11]2[CH:16]=[CH:15][C:14]([O:17][CH3:18])=[CH:13][CH:12]=2)=[CH:9][C:5]([C:6]([NH2:8])=[O:7])=[CH:4][N:3]=1.[OH:19]S(O)(=O)=O.N([O-])=O.[Na+]. Product: [OH:19][C:2]1[C:10]([C:11]2[CH:16]=[CH:15][C:14]([O:17][CH3:18])=[CH:13][CH:12]=2)=[CH:9][C:5]([C:6]([NH2:8])=[O:7])=[CH:4][N:3]=1. The catalyst class is: 21. (3) Reactant: Br[C:2]1[CH:3]=[CH:4][C:5]2[N:6]([C:8]([C:11]3[CH:16]=[CH:15][CH:14]=[CH:13][C:12]=3[O:17][CH3:18])=[N:9][N:10]=2)[CH:7]=1.[CH3:19][C:20]1[CH:25]=[CH:24][C:23](B(O)O)=[CH:22][CH:21]=1.C([O-])([O-])=O.[Cs+].[Cs+]. Product: [CH3:18][O:17][C:12]1[CH:13]=[CH:14][CH:15]=[CH:16][C:11]=1[C:8]1[N:6]2[CH:7]=[C:2]([C:23]3[CH:24]=[CH:25][C:20]([CH3:19])=[CH:21][CH:22]=3)[CH:3]=[CH:4][C:5]2=[N:10][N:9]=1. The catalyst class is: 398.